From a dataset of NCI-60 drug combinations with 297,098 pairs across 59 cell lines. Regression. Given two drug SMILES strings and cell line genomic features, predict the synergy score measuring deviation from expected non-interaction effect. (1) Drug 1: CN(C)C(=N)N=C(N)N. Drug 2: C1CC(CNC1)C2=CC=C(C=C2)N3C=C4C=CC=C(C4=N3)C(=O)N. Cell line: NCIH23. Synergy scores: CSS=32.9, Synergy_ZIP=-5.50, Synergy_Bliss=-5.82, Synergy_Loewe=-14.4, Synergy_HSA=-2.39. (2) Drug 1: CN1CCC(CC1)COC2=C(C=C3C(=C2)N=CN=C3NC4=C(C=C(C=C4)Br)F)OC. Drug 2: CCCS(=O)(=O)NC1=C(C(=C(C=C1)F)C(=O)C2=CNC3=C2C=C(C=N3)C4=CC=C(C=C4)Cl)F. Cell line: SW-620. Synergy scores: CSS=-9.16, Synergy_ZIP=3.97, Synergy_Bliss=-2.25, Synergy_Loewe=-14.8, Synergy_HSA=-12.3.